From a dataset of Catalyst prediction with 721,799 reactions and 888 catalyst types from USPTO. Predict which catalyst facilitates the given reaction. (1) Reactant: [Br:1][C:2]1[C:3](=[O:10])[N:4]([CH3:9])[C:5](=[O:8])[NH:6][N:7]=1.[C:11](#[N:14])[CH:12]=[CH2:13].N1C=CC=CC=1. Product: [Br:1][C:2]1[C:3](=[O:10])[N:4]([CH3:9])[C:5](=[O:8])[N:6]([CH2:13][CH2:12][C:11]#[N:14])[N:7]=1. The catalyst class is: 6. (2) Product: [NH2:28][S:29]([C:32]1[CH:37]=[CH:36][C:35]([NH:38][C:39](=[O:42])[CH2:40][N:13]2[CH:14]=[CH:15][C:16]([C:17]([F:18])([F:19])[F:20])=[C:11]([O:10][C:8]3[CH:7]=[C:4]([C:5]#[N:6])[CH:3]=[C:2]([Cl:1])[CH:9]=3)[C:12]2=[O:21])=[C:34]([Cl:43])[CH:33]=1)(=[O:31])=[O:30]. Reactant: [Cl:1][C:2]1[CH:3]=[C:4]([CH:7]=[C:8]([O:10][C:11]2[C:12](=[O:21])[NH:13][CH:14]=[CH:15][C:16]=2[C:17]([F:20])([F:19])[F:18])[CH:9]=1)[C:5]#[N:6].C(=O)([O-])[O-].[K+].[K+].[NH2:28][S:29]([C:32]1[CH:37]=[CH:36][C:35]([NH:38][C:39](=[O:42])[CH2:40]Br)=[C:34]([Cl:43])[CH:33]=1)(=[O:31])=[O:30]. The catalyst class is: 42. (3) Reactant: [N:1]1([CH2:7][CH2:8][CH2:9][C:10]2[N:15]=[C:14]([CH2:16]O)[CH:13]=[CH:12][CH:11]=2)[CH2:6][CH2:5][O:4][CH2:3][CH2:2]1.C(N(C(C)C)CC)(C)C.CS([Cl:31])(=O)=O. Product: [Cl:31][CH2:16][C:14]1[N:15]=[C:10]([CH2:9][CH2:8][CH2:7][N:1]2[CH2:6][CH2:5][O:4][CH2:3][CH2:2]2)[CH:11]=[CH:12][CH:13]=1. The catalyst class is: 2. (4) The catalyst class is: 782. Reactant: P(Cl)(Cl)(Cl)=O.[Br:6][C:7]1[CH:8]=[C:9]2[C:14](=[CH:15][CH:16]=1)[N:13]=[CH:12][C:11]([N+:17]([O-:19])=[O:18])=[C:10]2O.C(N(CC)CC)C.[NH2:28][CH2:29][C:30]([CH3:33])([OH:32])[CH3:31]. Product: [Br:6][C:7]1[CH:8]=[C:9]2[C:14](=[CH:15][CH:16]=1)[N:13]=[CH:12][C:11]([N+:17]([O-:19])=[O:18])=[C:10]2[NH:28][CH2:29][C:30]([CH3:33])([OH:32])[CH3:31]. (5) Reactant: Br[C:2]1[C:7]([CH3:8])=[CH:6][C:5]([N+:9]([O-:11])=[O:10])=[CH:4][C:3]=1[CH3:12].[F:13][C:14]([F:25])([F:24])[C:15]1[CH:20]=[CH:19][C:18](B(O)O)=[CH:17][CH:16]=1.O.[F-].[K+]. Product: [CH3:12][C:3]1[CH:4]=[C:5]([N+:9]([O-:11])=[O:10])[CH:6]=[C:7]([CH3:8])[C:2]=1[C:18]1[CH:19]=[CH:20][C:15]([C:14]([F:25])([F:24])[F:13])=[CH:16][CH:17]=1. The catalyst class is: 109.